This data is from NCI-60 drug combinations with 297,098 pairs across 59 cell lines. The task is: Regression. Given two drug SMILES strings and cell line genomic features, predict the synergy score measuring deviation from expected non-interaction effect. Drug 1: CS(=O)(=O)C1=CC(=C(C=C1)C(=O)NC2=CC(=C(C=C2)Cl)C3=CC=CC=N3)Cl. Drug 2: C1=NC2=C(N=C(N=C2N1C3C(C(C(O3)CO)O)F)Cl)N. Cell line: HOP-62. Synergy scores: CSS=36.6, Synergy_ZIP=-0.987, Synergy_Bliss=-1.27, Synergy_Loewe=-27.2, Synergy_HSA=-2.06.